Dataset: M1 muscarinic receptor agonist screen with 61,833 compounds. Task: Binary Classification. Given a drug SMILES string, predict its activity (active/inactive) in a high-throughput screening assay against a specified biological target. (1) The molecule is O=C(c1cc(N)c(N(C)C)cc1)c1cc(N)c(N(C)C)cc1. The result is 0 (inactive). (2) The compound is S(c1nc(nc2n(c(=O)n(c(=O)c12)C)C)C1CC1)CC(=O)N1CCCc2c1cccc2. The result is 1 (active). (3) The compound is n1(nnnc1n1ccnc1)c1ccccc1. The result is 0 (inactive). (4) The compound is S=c1[nH][nH]c(n1)c1ccc(OC)cc1. The result is 0 (inactive). (5) The compound is Clc1c(COc2ccc(c3oc(NCCCn4ccnc4)c(n3)C#N)cc2)cccc1. The result is 0 (inactive).